This data is from Catalyst prediction with 721,799 reactions and 888 catalyst types from USPTO. The task is: Predict which catalyst facilitates the given reaction. (1) Reactant: [NH2:1][C:2]1[CH:7]=[CH:6][CH:5]=[C:4]([O:8][CH2:9][C:10]2[CH:15]=[CH:14][CH:13]=[CH:12][CH:11]=2)[C:3]=1[NH:16][C:17](=[O:19])[CH3:18].Br[CH2:21][C:22]([O:24][CH2:25][CH3:26])=[O:23].[I-].[Na+].C([O-])([O-])=O.[K+].[K+]. Product: [C:17]([NH:16][C:3]1[C:4]([O:8][CH2:9][C:10]2[CH:15]=[CH:14][CH:13]=[CH:12][CH:11]=2)=[CH:5][CH:6]=[CH:7][C:2]=1[NH:1][CH2:21][C:22]([O:24][CH2:25][CH3:26])=[O:23])(=[O:19])[CH3:18]. The catalyst class is: 18. (2) Reactant: [Cl:1][C:2]1[CH:3]=[C:4]([C@@H:8]([OH:33])[CH2:9][N:10]([CH2:18][CH2:19][C:20]2[CH:25]=[CH:24][C:23]([C:26]3[CH:31]=[CH:30][C:29]([OH:32])=[CH:28][CH:27]=3)=[CH:22][CH:21]=2)[C:11](=[O:17])[O:12][C:13]([CH3:16])([CH3:15])[CH3:14])[CH:5]=[CH:6][CH:7]=1.C(=O)([O-])[O-].[K+].[K+].Br[CH2:41][C:42]([O:44][C:45]([CH3:48])([CH3:47])[CH3:46])=[O:43]. Product: [C:13]([O:12][C:11]([N:10]([CH2:18][CH2:19][C:20]1[CH:21]=[CH:22][C:23]([C:26]2[CH:27]=[CH:28][C:29]([O:32][CH2:41][C:42]([O:44][C:45]([CH3:48])([CH3:47])[CH3:46])=[O:43])=[CH:30][CH:31]=2)=[CH:24][CH:25]=1)[CH2:9][C@@H:8]([C:4]1[CH:5]=[CH:6][CH:7]=[C:2]([Cl:1])[CH:3]=1)[OH:33])=[O:17])([CH3:14])([CH3:15])[CH3:16]. The catalyst class is: 9.